Predict the product of the given reaction. From a dataset of Forward reaction prediction with 1.9M reactions from USPTO patents (1976-2016). (1) The product is: [OH:37][C@H:30]1[CH2:31][C:32]([CH3:36])([CH3:35])[C:33](=[O:34])[C:28]([CH3:27])=[C:29]1[O-:38].[Na+:39]. Given the reactants C1(C)C=CC(S(N[C@@H](C2C=CC=CC=2)[C@H](C2C=CC=CC=2)N)(=O)=O)=CC=1.[CH3:27][C:28]1[C:33](=[O:34])[C:32]([CH3:36])([CH3:35])[CH2:31][C:30](=[O:37])[C:29]=1[O-:38].[Na+:39].[OH-].[K+], predict the reaction product. (2) Given the reactants N12CC(CC1)CC2.[N:8]1[CH:13]=[CH:12][CH:11]=[C:10]([CH:14]=[CH:15][C:16]23N[CH:19]([CH2:20][CH2:21]2)[CH2:18][CH2:17]3)[CH:9]=1.CN1C2CC(CC1CC2)=[O:31].[N:34]([C:35]([O:37][CH2:38][CH3:39])=[O:36])=[N:34][C:35]([O:37][CH2:38][CH3:39])=[O:36].C1(P(C2C=CC=CC=2)C2C=CC=CC=2)C=CC=CC=1.II.N1C=CC=C(C=O)C=1, predict the reaction product. The product is: [N:8]1[CH:13]=[CH:12][CH:11]=[C:10]([CH:14]([OH:31])[CH2:15][CH:16]2[CH2:21][CH:20]3[N:34]([C:35]([O:37][CH2:38][CH3:39])=[O:36])[CH:17]2[CH2:18][CH2:19]3)[CH:9]=1.